Dataset: Catalyst prediction with 721,799 reactions and 888 catalyst types from USPTO. Task: Predict which catalyst facilitates the given reaction. (1) Reactant: [F:1][C:2]([F:36])([F:35])[C:3]1[CH:34]=[CH:33][C:6]2[NH:7][C:8]([C:10]3[CH:11]=[CH:12][C:13]([N:16]4[CH2:21][CH2:20][CH:19]([O:22][C:23]5[CH:24]=[C:25]([CH:30]=[CH:31][CH:32]=5)[C:26]([O:28]C)=[O:27])[CH2:18][CH2:17]4)=[N:14][CH:15]=3)=[N:9][C:5]=2[CH:4]=1.O.[OH-].[Li+]. Product: [F:36][C:2]([F:1])([F:35])[C:3]1[CH:34]=[CH:33][C:6]2[NH:7][C:8]([C:10]3[CH:11]=[CH:12][C:13]([N:16]4[CH2:17][CH2:18][CH:19]([O:22][C:23]5[CH:24]=[C:25]([CH:30]=[CH:31][CH:32]=5)[C:26]([OH:28])=[O:27])[CH2:20][CH2:21]4)=[N:14][CH:15]=3)=[N:9][C:5]=2[CH:4]=1. The catalyst class is: 20. (2) The catalyst class is: 441. Reactant: [NH2:1][C:2]1[CH:3]=[C:4]([CH:8]=[C:9](Br)[CH:10]=1)[C:5]([NH2:7])=[O:6].[C:12]([Si:14]([CH:21]([CH3:23])[CH3:22])([CH:18]([CH3:20])[CH3:19])[CH:15]([CH3:17])[CH3:16])#[CH:13]. Product: [NH2:1][C:2]1[CH:3]=[C:4]([CH:8]=[C:9]([C:13]#[C:12][Si:14]([CH:15]([CH3:17])[CH3:16])([CH:21]([CH3:23])[CH3:22])[CH:18]([CH3:20])[CH3:19])[CH:10]=1)[C:5]([NH2:7])=[O:6]. (3) Reactant: [H-].[Na+].[OH:3][CH2:4][C:5]1[C:13]2[C:12](=[O:14])[NH:11][C:10]([C:15]([NH:17][CH2:18][C:19]3[CH:24]=[CH:23][CH:22]=[C:21]([O:25][CH3:26])[CH:20]=3)=[O:16])=[N:9][C:8]=2[S:7][CH:6]=1.N[C@H]1CC[C@H](COCC2C3C(=O)NC(C(NCC4C=CC=C(OC)C=4)=O)=NC=3SC=2)CC1.CC1C=CC(S(O[CH2:70][CH2:71][CH:72]2[CH2:77][CH2:76][N:75]([C:78]([O:80][C:81]([CH3:84])([CH3:83])[CH3:82])=[O:79])[CH2:74][CH2:73]2)(=O)=O)=CC=1. Product: [CH3:26][O:25][C:21]1[CH:20]=[C:19]([CH:24]=[CH:23][CH:22]=1)[CH2:18][NH:17][C:15]([C:10]1[NH:11][C:12](=[O:14])[C:13]2[C:5]([CH2:4][O:3][CH2:70][CH2:71][CH:72]3[CH2:73][CH2:74][N:75]([C:78]([O:80][C:81]([CH3:82])([CH3:84])[CH3:83])=[O:79])[CH2:76][CH2:77]3)=[CH:6][S:7][C:8]=2[N:9]=1)=[O:16]. The catalyst class is: 3. (4) Reactant: [NH3:1].[Br:2][C:3]1[CH:8]=[CH:7][CH:6]=[C:5]([C:9]#[N:10])[C:4]=1[S:11](Cl)(=[O:13])=[O:12].O. Product: [Br:2][C:3]1[C:4]2[S:11](=[O:13])(=[O:12])[N:10]=[C:9]([NH2:1])[C:5]=2[CH:6]=[CH:7][CH:8]=1. The catalyst class is: 111. (5) Reactant: Cl.Cl.[NH:3]1[CH2:8][CH2:7][CH:6](/[CH:9]=[C:10]2/[C:11]([NH:16][CH2:17][C:18]#[CH:19])=[N:12][C:13](=[O:15])[S:14]/2)[CH2:5][CH2:4]1.[CH:20]([C:22]1[CH:29]=[CH:28][C:25]([C:26]#[N:27])=[CH:24][C:23]=1[C:30]([F:33])([F:32])[F:31])=O.C(N(CC)CC)C.C(O[BH-](OC(=O)C)OC(=O)C)(=O)C.[Na+]. Product: [O:15]=[C:13]1[N:12]=[C:11]([NH:16][CH2:17][C:18]#[CH:19])/[C:10](=[CH:9]/[CH:6]2[CH2:7][CH2:8][N:3]([CH2:20][C:22]3[CH:29]=[CH:28][C:25]([C:26]#[N:27])=[CH:24][C:23]=3[C:30]([F:31])([F:32])[F:33])[CH2:4][CH2:5]2)/[S:14]1. The catalyst class is: 18. (6) Reactant: [C:1]([NH:4][CH2:5][CH2:6][C:7]1[CH:12]=[CH:11][CH:10]=[CH:9][C:8]=1[C:13]1[O:17][N:16]=[C:15]([C@@H:18]2[C@:23]([C:25]3[CH:30]=[CH:29][C:28]([F:31])=[C:27]([F:32])[CH:26]=3)([OH:24])[CH2:22][CH2:21][N:20](C(OC(C)(C)C)=O)[CH2:19]2)[C:14]=1[Cl:40])(=[O:3])[CH3:2].Cl.O1CCOCC1. Product: [Cl:40][C:14]1[C:15]([C@@H:18]2[C@:23]([C:25]3[CH:30]=[CH:29][C:28]([F:31])=[C:27]([F:32])[CH:26]=3)([OH:24])[CH2:22][CH2:21][NH:20][CH2:19]2)=[N:16][O:17][C:13]=1[C:8]1[CH:9]=[CH:10][CH:11]=[CH:12][C:7]=1[CH2:6][CH2:5][NH:4][C:1](=[O:3])[CH3:2]. The catalyst class is: 2.